Dataset: Forward reaction prediction with 1.9M reactions from USPTO patents (1976-2016). Task: Predict the product of the given reaction. (1) Given the reactants O.NN.O[N:5]1C2C=CC=CC=2N=[N:6]1.Cl.C(N=C=NCCCN(C)C)C.[C:26]([NH:36][C@H:37]1[CH2:42][CH2:41][C@H:40]([C:43]([OH:45])=O)[CH2:39][CH2:38]1)([O:28][CH2:29][C:30]1[CH:35]=[CH:34][CH:33]=[CH:32][CH:31]=1)=[O:27], predict the reaction product. The product is: [NH:5]([C:43]([C@H:40]1[CH2:41][CH2:42][C@H:37]([NH:36][C:26](=[O:27])[O:28][CH2:29][C:30]2[CH:35]=[CH:34][CH:33]=[CH:32][CH:31]=2)[CH2:38][CH2:39]1)=[O:45])[NH2:6]. (2) Given the reactants [NH2:1][CH2:2][CH2:3][C:4]1[CH:35]=[CH:34][C:7]([O:8][CH2:9][CH2:10][C:11]2[CH:16]=[CH:15][C:14]([OH:17])=[C:13]([C@@H:18]([C:28]3[CH:33]=[CH:32][CH:31]=[CH:30][CH:29]=3)[CH2:19][CH2:20][N:21]([CH:25]([CH3:27])[CH3:26])[CH:22]([CH3:24])[CH3:23])[CH:12]=2)=[CH:6][CH:5]=1.[F:36][C:37]1[CH:38]=[C:39]([CH:42]=[C:43]([F:46])[C:44]=1[OH:45])[CH:40]=O.S([O-])([O-])(=O)=O.[Mg+2].[BH4-].[Na+], predict the reaction product. The product is: [NH3:1].[CH:22]([N:21]([CH:25]([CH3:26])[CH3:27])[CH2:20][CH2:19][C@@H:18]([C:13]1[CH:12]=[C:11]([CH2:10][CH2:9][O:8][C:7]2[CH:6]=[CH:5][C:4]([CH2:3][CH2:2][NH:1][CH2:40][C:39]3[CH:38]=[C:37]([F:36])[C:44]([OH:45])=[C:43]([F:46])[CH:42]=3)=[CH:35][CH:34]=2)[CH:16]=[CH:15][C:14]=1[OH:17])[C:28]1[CH:29]=[CH:30][CH:31]=[CH:32][CH:33]=1)([CH3:24])[CH3:23]. (3) Given the reactants C[Si](Cl)(C)C.[CH2:6]([O:13][C:14]1[CH:21]=[C:20]([O:22][CH:23]2[CH2:28][CH2:27][CH2:26][CH2:25][O:24]2)[CH:19]=[C:18]([B:29]2[O:33]C(C)(C)[C:31]([CH3:37])(C)[O:30]2)[C:15]=1C=O)[C:7]1[CH:12]=[CH:11][CH:10]=[CH:9][CH:8]=1, predict the reaction product. The product is: [CH2:20]([O:22][C:23](=[O:24])[CH2:37][CH:31]1[O:30][B:29]([OH:33])[C:18]2[CH:19]=[C:20]([O:22][CH:23]3[CH2:28][CH2:27][CH2:26][CH2:25][O:24]3)[CH:21]=[C:14]([O:13][CH2:6][C:7]3[CH:8]=[CH:9][CH:10]=[CH:11][CH:12]=3)[C:15]1=2)[CH3:19]. (4) Given the reactants [Cl:1][C:2]1[CH:3]=[CH:4][C:5]([CH3:11])=[C:6]([CH:10]=1)[C:7]([OH:9])=[O:8].S(Cl)(Cl)=O.[CH2:16](O)[CH3:17], predict the reaction product. The product is: [Cl:1][C:2]1[CH:3]=[CH:4][C:5]([CH3:11])=[C:6]([CH:10]=1)[C:7]([O:9][CH2:16][CH3:17])=[O:8]. (5) Given the reactants [Br:1][C:2]1[C:15]([F:16])=[CH:14][C:5](/[CH:6]=[N:7]/[S@@:8]([C:10]([CH3:13])([CH3:12])[CH3:11])=[O:9])=[C:4]([F:17])[CH:3]=1.[CH3:18][Mg]Br.CCOC(C)=O.CCCCCCC, predict the reaction product. The product is: [Br:1][C:2]1[C:15]([F:16])=[CH:14][C:5]([C@@H:6]([NH:7][S@@:8]([C:10]([CH3:13])([CH3:12])[CH3:11])=[O:9])[CH3:18])=[C:4]([F:17])[CH:3]=1. (6) Given the reactants [Cl:1][S:2]([OH:5])(=O)=[O:3].[F:6][C:7]([F:24])([F:23])[CH:8]1[C:13]([C:14]([O:16][CH2:17][CH3:18])=[O:15])=[CH:12][C:11]2[CH:19]=[CH:20][CH:21]=[CH:22][C:10]=2[O:9]1, predict the reaction product. The product is: [Cl:1][S:2]([C:20]1[CH:21]=[CH:22][C:10]2[O:9][CH:8]([C:7]([F:24])([F:23])[F:6])[C:13]([C:14]([O:16][CH2:17][CH3:18])=[O:15])=[CH:12][C:11]=2[CH:19]=1)(=[O:5])=[O:3]. (7) Given the reactants [CH2:1]([O:3][C:4]([C:6]1[CH:10]=[C:9]([C:11]2[CH:16]=[CH:15][C:14]([O:17][C:18]([F:21])([F:20])[F:19])=[CH:13][CH:12]=2)[NH:8][N:7]=1)=[O:5])[CH3:2].[F:22][C:23]([F:34])([F:33])[CH2:24]OS(C(F)(F)F)(=O)=O, predict the reaction product. The product is: [CH2:1]([O:3][C:4]([C:6]1[N:7]([CH2:24][C:23]([F:34])([F:33])[F:22])[N:8]=[C:9]([C:11]2[CH:16]=[CH:15][C:14]([O:17][C:18]([F:21])([F:20])[F:19])=[CH:13][CH:12]=2)[CH:10]=1)=[O:5])[CH3:2]. (8) Given the reactants [CH2:1]([O:8][C@H:9]1[CH2:14][CH2:13][CH2:12][C@@H:11]([F:15])[C@@H:10]1[OH:16])[C:2]1[CH:7]=[CH:6][CH:5]=[CH:4][CH:3]=1.CCN(CC)CC.[CH3:24][S:25](Cl)(=[O:27])=[O:26], predict the reaction product. The product is: [CH3:24][S:25]([O:16][C@H:10]1[C@H:11]([F:15])[CH2:12][CH2:13][CH2:14][C@@H:9]1[O:8][CH2:1][C:2]1[CH:3]=[CH:4][CH:5]=[CH:6][CH:7]=1)(=[O:27])=[O:26].